This data is from Forward reaction prediction with 1.9M reactions from USPTO patents (1976-2016). The task is: Predict the product of the given reaction. (1) Given the reactants [N+:1]([C:4]1[CH:12]=[CH:11][C:7]([C:8](Cl)=[O:9])=[CH:6][CH:5]=1)([O-])=O.[NH2:13][C:14]1[CH:29]=[CH:28][C:17]([CH:18]=[C:19]([C:24]([O:26]C)=[O:25])[C:20]([O:22]C)=[O:21])=[CH:16][CH:15]=1.[H][H].[OH-].[Na+:33], predict the reaction product. The product is: [Na+:33].[Na+:33].[NH2:1][C:4]1[CH:12]=[CH:11][C:7]([C:8]([NH:13][C:14]2[CH:15]=[CH:16][C:17]([CH2:18][CH:19]([C:20]([O-:22])=[O:21])[C:24]([O-:26])=[O:25])=[CH:28][CH:29]=2)=[O:9])=[CH:6][CH:5]=1. (2) The product is: [CH:1]([C:3]1[S:7][C:6]([CH3:8])=[C:5]([NH:14][C:17](=[O:41])[O:39][CH2:38][C:27]2[CH:28]=[CH:29][CH:30]=[CH:31][CH:32]=2)[CH:4]=1)=[O:2]. Given the reactants [CH:1]([C:3]1[S:7][C:6]([CH3:8])=[C:5](C(O)=O)[CH:4]=1)=[O:2].C([N:14]([CH2:17]C)CC)C.[C:27]1(P(N=[N+]=[N-])([C:27]2[CH:32]=[CH:31][CH:30]=[CH:29][CH:28]=2)=O)[CH:32]=[CH:31][CH:30]=[CH:29][CH:28]=1.CN(C)[CH:38]=[O:39].[OH2:41], predict the reaction product. (3) Given the reactants Cl[C:2]1[N:3]=[C:4]([NH:12][CH:13]([CH3:16])[CH2:14][CH3:15])[C:5]2[S:10][CH:9]=[C:8]([CH3:11])[C:6]=2[N:7]=1.[CH2:17]([NH2:20])[CH:18]=[CH2:19].C(=O)([O-])O.[Na+], predict the reaction product. The product is: [CH2:17]([NH:20][C:2]1[N:3]=[C:4]([NH:12][CH:13]([CH3:16])[CH2:14][CH3:15])[C:5]2[S:10][CH:9]=[C:8]([CH3:11])[C:6]=2[N:7]=1)[CH:18]=[CH2:19]. (4) Given the reactants [C:1]([C:5]1[N:10]=[C:9]2[N:11]([CH2:14][C:15]3[CH:20]=[CH:19][C:18]([O:21][CH3:22])=[CH:17][CH:16]=3)[N:12]=[CH:13][C:8]2=[C:7](Cl)[N:6]=1)([CH3:4])([CH3:3])[CH3:2].[NH:24]1[CH2:28][CH2:27][C@H:26]([OH:29])[CH2:25]1, predict the reaction product. The product is: [C:1]([C:5]1[N:10]=[C:9]2[N:11]([CH2:14][C:15]3[CH:20]=[CH:19][C:18]([O:21][CH3:22])=[CH:17][CH:16]=3)[N:12]=[CH:13][C:8]2=[C:7]([N:24]2[CH2:28][CH2:27][C@H:26]([OH:29])[CH2:25]2)[N:6]=1)([CH3:4])([CH3:3])[CH3:2]. (5) Given the reactants [O:19]([C:16]1[CH:17]=[CH:18][C:13](C([C:13]2[CH:18]=[CH:17][C:16]([O:19]C#N)=[CH:15][CH:14]=2)(C)C)=[CH:14][CH:15]=1)C#N.C1C2P(=O)[O:33][C:32]3[C:27](=[CH:28][CH:29]=[CH:30][CH:31]=3)C=2C=CC=1.C(C1C=CC(C(C2C=CC(CC3OC3)=CC=2)(C)C)=CC=1)C1[O:40]C1.OCCOC1C=CC(C(=O)C(O)(C)C)=CC=1, predict the reaction product. The product is: [O:33]([O:40][O:19][C:16]1[CH:15]=[CH:14][CH:13]=[CH:18][CH:17]=1)[C:32]1[CH:31]=[CH:30][CH:29]=[CH:28][CH:27]=1. (6) Given the reactants [N:1]1([C:7]2[CH:12]=[CH:11][C:10]([N:13]3[CH2:18][CH2:17][O:16][CH2:15][C:14]3=[O:19])=[CH:9][CH:8]=2)[CH2:6][CH2:5][NH:4][CH2:3][CH2:2]1.CC1C=CC(S(O[CH2:31][CH2:32][CH2:33][C:34]2[C:42]3[C:37](=[CH:38][CH:39]=[C:40]([F:43])[CH:41]=3)[NH:36][CH:35]=2)(=O)=O)=CC=1.C(=O)([O-])[O-].[K+].[K+].[I-].[K+], predict the reaction product. The product is: [F:43][C:40]1[CH:41]=[C:42]2[C:37](=[CH:38][CH:39]=1)[NH:36][CH:35]=[C:34]2[CH2:33][CH2:32][CH2:31][N:4]1[CH2:5][CH2:6][N:1]([C:7]2[CH:8]=[CH:9][C:10]([N:13]3[CH2:18][CH2:17][O:16][CH2:15][C:14]3=[O:19])=[CH:11][CH:12]=2)[CH2:2][CH2:3]1. (7) Given the reactants [C:1]([OH:6])(=[O:5])[C:2]([CH3:4])=[O:3].[OH-].[Na+:8].[Br:9][C:10]1[N:15]=[CH:14][C:13]([CH:16]=O)=[CH:12][CH:11]=1, predict the reaction product. The product is: [Na+:8].[Br:9][C:10]1[N:15]=[CH:14][C:13]([CH:16]=[CH:4][C:2](=[O:3])[C:1]([O-:6])=[O:5])=[CH:12][CH:11]=1.